Predict the product of the given reaction. From a dataset of Forward reaction prediction with 1.9M reactions from USPTO patents (1976-2016). (1) Given the reactants C[O:2][C:3]([C:5]1[CH:6]=[CH:7][C:8]([C:11]([OH:13])=O)=[N:9][CH:10]=1)=[O:4].CN(C(ON1N=NC2C=CC=NC1=2)=[N+](C)C)C.F[P-](F)(F)(F)(F)F.CCN(C(C)C)C(C)C.Cl.[F:48][C:49]1[C:50]([C@H:55]([C:57]2[CH:62]=[CH:61][C:60]([C:63]([F:66])([F:65])[F:64])=[CH:59][CH:58]=2)[NH2:56])=[N:51][CH:52]=[CH:53][CH:54]=1.Cl.FC(F)(F)C1C=CC([C@@H](C2C(C(F)(F)F)=CC=CN=2)N)=CC=1, predict the reaction product. The product is: [F:48][C:49]1[C:50]([C@@H:55]([NH:56][C:11]([C:8]2[CH:7]=[CH:6][C:5]([C:3]([OH:2])=[O:4])=[CH:10][N:9]=2)=[O:13])[C:57]2[CH:62]=[CH:61][C:60]([C:63]([F:66])([F:64])[F:65])=[CH:59][CH:58]=2)=[N:51][CH:52]=[CH:53][CH:54]=1. (2) Given the reactants O1C(C2C=C(N[C:13]3[N:18]=[C:17]([C:19]4[C:20]([C:28]5[CH:29]=[C:30]([NH:34][C:35](=[O:42])[CH2:36][C:37]6[S:38][CH:39]=[CH:40][CH:41]=6)[CH:31]=[CH:32][CH:33]=5)=[N:21][N:22]5[CH:27]=[CH:26][CH:25]=[CH:24][C:23]=45)[CH:16]=[CH:15][N:14]=3)C=CC=2)=CN=C1.[NH2:43][C:44]1[CH:45]=[C:46]2[C:50](=[CH:51][CH:52]=1)[CH2:49][CH:48]([N:53]([CH3:55])[CH3:54])[CH2:47]2.Cl.C(OCC)C, predict the reaction product. The product is: [CH3:54][N:53]([CH3:55])[CH:48]1[CH2:47][C:46]2[C:50](=[CH:51][CH:52]=[C:44]([NH:43][C:13]3[N:18]=[C:17]([C:19]4[C:20]([C:28]5[CH:29]=[C:30]([NH:34][C:35](=[O:42])[CH2:36][C:37]6[S:38][CH:39]=[CH:40][CH:41]=6)[CH:31]=[CH:32][CH:33]=5)=[N:21][N:22]5[CH:27]=[CH:26][CH:25]=[CH:24][C:23]=45)[CH:16]=[CH:15][N:14]=3)[CH:45]=2)[CH2:49]1. (3) Given the reactants C([O:3][C:4](=O)[CH2:5][N:6]1[CH:11]=[CH:10][C:9](=[O:12])[CH:8]=[CH:7]1)C.O.[NH2:15][NH2:16], predict the reaction product. The product is: [O:12]=[C:9]1[CH:10]=[CH:11][N:6]([CH2:5][C:4]([NH:15][NH2:16])=[O:3])[CH:7]=[CH:8]1. (4) Given the reactants [C:1]([O:5][C:6]([N:8]1[CH2:15][CH:14]2[CH:10]([CH2:11][CH:12]([C:16]([OH:18])=[O:17])[CH2:13]2)[CH2:9]1)=[O:7])([CH3:4])([CH3:3])[CH3:2].[F:19][C:20]([F:24])([F:23])[CH2:21]O.C1(N=C=NC2CCCCC2)CCCCC1, predict the reaction product. The product is: [C:1]([O:5][C:6]([N:8]1[CH2:9][CH:10]2[CH:14]([CH2:13][CH:12]([C:16]([O:18][CH2:21][C:20]([F:24])([F:23])[F:19])=[O:17])[CH2:11]2)[CH2:15]1)=[O:7])([CH3:4])([CH3:2])[CH3:3]. (5) Given the reactants O1[C:5]2([CH2:10][CH2:9][N:8]([C:11]3[CH:16]=[CH:15][C:14](/[CH:17]=[CH:18]/[C:19]([OH:21])=[O:20])=[CH:13][CH:12]=3)[CH2:7][CH2:6]2)OCC1.[NH2:22][CH2:23][C@@H:24]([C:26]1[CH:27]=[CH:28][C:29]([OH:37])=[C:30]([NH:32][S:33]([CH3:36])(=[O:35])=[O:34])[CH:31]=1)[OH:25], predict the reaction product. The product is: [OH:25][C@H:24]([C:26]1[CH:27]=[CH:28][C:29]([OH:37])=[C:30]([NH:32][S:33]([CH3:36])(=[O:35])=[O:34])[CH:31]=1)[CH2:23][NH:22][CH:5]1[CH2:6][CH2:7][N:8]([C:11]2[CH:12]=[CH:13][C:14]([CH2:17][CH2:18][C:19]([OH:21])=[O:20])=[CH:15][CH:16]=2)[CH2:9][CH2:10]1. (6) The product is: [O:1]1[CH2:4][C:3]2([CH2:5][CH:6]3[CH:8]([CH:7]3[C:10]([OH:12])=[O:11])[CH2:9]2)[CH2:2]1. Given the reactants [O:1]1[CH2:4][C:3]2([CH2:9][CH:8]3[CH:6]([CH:7]3[C:10]([O:12]CC)=[O:11])[CH2:5]2)[CH2:2]1.[OH-].[Na+], predict the reaction product. (7) Given the reactants C([NH:4][C:5]1[CH:10]=[CH:9][CH:8]=[CH:7][C:6]=1[C:11]1[NH:12][C:13](=[O:29])[N:14]([CH:16]2[CH2:21][CH2:20][N:19]([CH2:22][C:23]3[CH:28]=[CH:27][CH:26]=[CH:25][CH:24]=3)[CH2:18][CH2:17]2)[CH:15]=1)(=O)C.[OH-].[Na+], predict the reaction product. The product is: [NH2:4][C:5]1[CH:10]=[CH:9][CH:8]=[CH:7][C:6]=1[C:11]1[NH:12][C:13](=[O:29])[N:14]([CH:16]2[CH2:21][CH2:20][N:19]([CH2:22][C:23]3[CH:28]=[CH:27][CH:26]=[CH:25][CH:24]=3)[CH2:18][CH2:17]2)[CH:15]=1. (8) Given the reactants [NH2:1][C:2]1[CH:7]=[CH:6][CH:5]=[C:4]([NH2:8])[C:3]=1[NH:9][CH2:10][CH2:11][NH:12][C:13](=[O:19])[O:14][C:15]([CH3:18])([CH3:17])[CH3:16].Cl.[Cl:21][C:22]1[CH:27]=[C:26]([Cl:28])[CH:25]=[CH:24][C:23]=1[CH:29]([OH:34])[C:30](=N)OC, predict the reaction product. The product is: [NH2:1][C:2]1[C:3]2[N:9]([CH2:10][CH2:11][NH:12][C:13](=[O:19])[O:14][C:15]([CH3:16])([CH3:18])[CH3:17])[C:30]([CH:29]([C:23]3[CH:24]=[CH:25][C:26]([Cl:28])=[CH:27][C:22]=3[Cl:21])[OH:34])=[N:8][C:4]=2[CH:5]=[CH:6][CH:7]=1. (9) Given the reactants [C:1]1([C:7]2([C:17]3[CH:22]=[CH:21][CH:20]=[CH:19][CH:18]=3)[CH:11]3[CH2:12][NH:13][CH2:14][CH2:15][N:10]3[C:9](=[O:16])[O:8]2)[CH:6]=[CH:5][CH:4]=[CH:3][CH:2]=1.[N:23]1[C:32]2[C:27](=[CH:28][C:29]([C:33](O)=[O:34])=[CH:30][CH:31]=2)[CH:26]=[CH:25][CH:24]=1.ON1C2C=CC=CC=2N=N1.Cl.C(N=C=NCCCN(C)C)C, predict the reaction product. The product is: [C:17]1([C:7]2([C:1]3[CH:6]=[CH:5][CH:4]=[CH:3][CH:2]=3)[CH:11]3[CH2:12][N:13]([C:33]([C:29]4[CH:28]=[C:27]5[C:32](=[CH:31][CH:30]=4)[N:23]=[CH:24][CH:25]=[CH:26]5)=[O:34])[CH2:14][CH2:15][N:10]3[C:9](=[O:16])[O:8]2)[CH:18]=[CH:19][CH:20]=[CH:21][CH:22]=1.